This data is from Forward reaction prediction with 1.9M reactions from USPTO patents (1976-2016). The task is: Predict the product of the given reaction. (1) Given the reactants [F:1][C:2]1[CH:7]=[CH:6][C:5]([N:8]2[C:16]3[C:11](=[CH:12][C:13]([O:17][C@H:18]([C:22]4[CH:27]=[CH:26][CH:25]=[C:24]([O:28][CH3:29])[CH:23]=4)[C@@H:19]([NH2:21])[CH3:20])=[CH:14][CH:15]=3)[CH:10]=[N:9]2)=[CH:4][CH:3]=1.Cl[C:31](=[O:37])[C:32]([O:34][CH2:35][CH3:36])=[O:33], predict the reaction product. The product is: [CH2:35]([O:34][C:32]([C:31](=[O:37])[NH:21][C@@H:19]([CH3:20])[C@H:18]([O:17][C:13]1[CH:12]=[C:11]2[C:16](=[CH:15][CH:14]=1)[N:8]([C:5]1[CH:4]=[CH:3][C:2]([F:1])=[CH:7][CH:6]=1)[N:9]=[CH:10]2)[C:22]1[CH:27]=[CH:26][CH:25]=[C:24]([O:28][CH3:29])[CH:23]=1)=[O:33])[CH3:36]. (2) Given the reactants [N+:1]([C:4]1[CH:9]=[CH:8][C:7]([CH2:10][CH:11](O)[CH2:12][C:13]([O:15][CH2:16][CH3:17])=[O:14])=[CH:6][CH:5]=1)([O-:3])=[O:2].C(N(CC)CC)C.CS(Cl)(=O)=O.C1CCN2C(=NCCC2)CC1, predict the reaction product. The product is: [N+:1]([C:4]1[CH:5]=[CH:6][C:7]([CH2:10][CH:11]=[CH:12][C:13]([O:15][CH2:16][CH3:17])=[O:14])=[CH:8][CH:9]=1)([O-:3])=[O:2]. (3) Given the reactants [F:1][C:2]([F:14])([F:13])[C:3]1[CH:8]=[CH:7][C:6]([C:9](=[O:12])[CH2:10][CH3:11])=[CH:5][CH:4]=1.[Br:15]Br, predict the reaction product. The product is: [Br:15][CH:10]([CH3:11])[C:9]([C:6]1[CH:5]=[CH:4][C:3]([C:2]([F:13])([F:14])[F:1])=[CH:8][CH:7]=1)=[O:12]. (4) Given the reactants [C:1]([C:5]1[N:10]=[CH:9][C:8]([C:11]2[N:12]([C:32]([N:34]3[CH2:39][CH2:38][CH:37]([C:40]([OH:42])=O)[CH2:36][CH2:35]3)=[O:33])[C@@:13]([C:25]3[CH:30]=[CH:29][C:28]([Cl:31])=[CH:27][CH:26]=3)([CH3:24])[C@@:14]([C:17]3[CH:22]=[CH:21][C:20]([Cl:23])=[CH:19][CH:18]=3)([CH3:16])[N:15]=2)=[C:7]([O:43][CH2:44][CH3:45])[CH:6]=1)([CH3:4])([CH3:3])[CH3:2].[CH3:46][N:47]1[CH2:52][CH2:51][NH:50][CH2:49][CH2:48]1, predict the reaction product. The product is: [C:1]([C:5]1[N:10]=[CH:9][C:8]([C:11]2[N:12]([C:32]([N:34]3[CH2:39][CH2:38][CH:37]([C:40]([N:50]4[CH2:51][CH2:52][N:47]([CH3:46])[CH2:48][CH2:49]4)=[O:42])[CH2:36][CH2:35]3)=[O:33])[C@@:13]([C:25]3[CH:26]=[CH:27][C:28]([Cl:31])=[CH:29][CH:30]=3)([CH3:24])[C@@:14]([C:17]3[CH:22]=[CH:21][C:20]([Cl:23])=[CH:19][CH:18]=3)([CH3:16])[N:15]=2)=[C:7]([O:43][CH2:44][CH3:45])[CH:6]=1)([CH3:4])([CH3:2])[CH3:3]. (5) Given the reactants C[O:2][CH:3](OC)[CH2:4][N:5]([CH2:16][CH2:17][C:18]1[CH:27]=[CH:26][C:25]([OH:28])=[C:24]2[C:19]=1[CH:20]=[CH:21][C:22](=[O:29])[NH:23]2)[C:6](=[O:15])[O:7][CH2:8][C:9]1[CH:14]=[CH:13][CH:12]=[CH:11][CH:10]=1.Cl, predict the reaction product. The product is: [OH:28][C:25]1[CH:26]=[CH:27][C:18]([CH2:17][CH2:16][N:5]([CH2:4][CH:3]=[O:2])[C:6](=[O:15])[O:7][CH2:8][C:9]2[CH:10]=[CH:11][CH:12]=[CH:13][CH:14]=2)=[C:19]2[C:24]=1[NH:23][C:22](=[O:29])[CH:21]=[CH:20]2. (6) Given the reactants [CH2:1]([O:8][C:9]1[C:10](=[O:18])[N:11]([CH3:17])[C:12](Br)=[C:13]([Br:15])[CH:14]=1)[C:2]1[CH:7]=[CH:6][CH:5]=[CH:4][CH:3]=1.C([Mg]Cl)(C)C.CN(C1C=CC=CN=1)[CH:26]=[O:27], predict the reaction product. The product is: [CH2:1]([O:8][C:9]1[C:10](=[O:18])[N:11]([CH3:17])[C:12]([CH:26]=[O:27])=[C:13]([Br:15])[CH:14]=1)[C:2]1[CH:7]=[CH:6][CH:5]=[CH:4][CH:3]=1. (7) Given the reactants Cl[C:2]1[CH:7]=[C:6]([C:8]2[N:9]=[C:10]([N:20]3[CH2:24][CH2:23][C@@H:22]([CH2:25][OH:26])[CH2:21]3)[C:11]3[C:17]([O:18][CH3:19])=[CH:16][N:15]=[CH:14][C:12]=3[N:13]=2)[CH:5]=[CH:4][N:3]=1.[NH2:27][C:28]1[CH:33]=[CH:32][CH:31]=[CH:30][CH:29]=1, predict the reaction product. The product is: [CH3:19][O:18][C:17]1[C:11]2[C:10]([N:20]3[CH2:24][CH2:23][C@@H:22]([CH2:25][OH:26])[CH2:21]3)=[N:9][C:8]([C:6]3[CH:5]=[CH:4][N:3]=[C:2]([NH:27][C:28]4[CH:33]=[CH:32][CH:31]=[CH:30][CH:29]=4)[CH:7]=3)=[N:13][C:12]=2[CH:14]=[N:15][CH:16]=1. (8) Given the reactants [F:1][C:2]1[CH:20]=[CH:19][C:5]([O:6][CH2:7][C:8]2[CH:13]=[CH:12][C:11]([CH2:14][CH2:15][N+:16]([O-:18])=O)=[CH:10][N:9]=2)=[CH:4][CH:3]=1.C[O-].[Li+].[C:24]([C:26]1[C:27]([NH2:32])=[N:28][CH:29]=[CH:30][CH:31]=1)#[CH:25].C(N(CC)CC)C, predict the reaction product. The product is: [F:1][C:2]1[CH:3]=[CH:4][C:5]([O:6][CH2:7][C:8]2[N:9]=[CH:10][C:11]([CH2:14][C:15]3[CH:25]=[C:24]([C:26]4[C:27]([NH2:32])=[N:28][CH:29]=[CH:30][CH:31]=4)[O:18][N:16]=3)=[CH:12][CH:13]=2)=[CH:19][CH:20]=1. (9) Given the reactants [CH2:1]1[O:13][C:12]2[CH:11]=[C:10]3[C:5]([C:6]([N:14]([CH2:28][CH2:29][CH2:30][CH3:31])[C:15](=[O:27])[C:16]4[CH:21]=[C:20]([O:22][CH3:23])[C:19]([O:24][CH3:25])=[CH:18][C:17]=4I)=[CH:7][N:8]=[N:9]3)=[CH:4][C:3]=2[O:2]1.CC1C=CC=CC=1P(C1C=CC=CC=1C)C1C=CC=CC=1C.CO, predict the reaction product. The product is: [CH3:23][O:22][C:20]1[C:19]([O:24][CH3:25])=[CH:18][C:17]2[C:7]3[C:6](=[C:5]4[C:10](=[N:9][N:8]=3)[CH:11]=[C:12]3[O:13][CH2:1][O:2][C:3]3=[CH:4]4)[N:14]([CH2:28][CH2:29][CH2:30][CH3:31])[C:15](=[O:27])[C:16]=2[CH:21]=1. (10) Given the reactants [CH3:1][N:2]([CH3:15])[C:3]([C:5]1[CH:14]=[CH:13][C:8]([C:9]([O:11]C)=[O:10])=[CH:7][CH:6]=1)=[O:4].[Li+].[OH-], predict the reaction product. The product is: [CH3:1][N:2]([CH3:15])[C:3]([C:5]1[CH:14]=[CH:13][C:8]([C:9]([OH:11])=[O:10])=[CH:7][CH:6]=1)=[O:4].